Dataset: Reaction yield outcomes from USPTO patents with 853,638 reactions. Task: Predict the reaction yield, written as a fraction of the theoretical maximum amount of product (1.0 means a 100% yield; for example, 0.34 means a 34% yield). (1) The reactants are Cl[C:2]1[C:11]2[C:6](=[CH:7][C:8]([O:14][CH3:15])=[C:9]([O:12][CH3:13])[CH:10]=2)[N:5]=[CH:4][CH:3]=1.[Br:16][C:17]1[CH:22]=[C:21]([CH3:23])[CH:20]=[CH:19][C:18]=1[OH:24].O. The catalyst is ClC1C=CC=CC=1Cl. The product is [Br:16][C:17]1[CH:22]=[C:21]([CH3:23])[CH:20]=[CH:19][C:18]=1[O:24][C:2]1[C:11]2[C:6](=[CH:7][C:8]([O:14][CH3:15])=[C:9]([O:12][CH3:13])[CH:10]=2)[N:5]=[CH:4][CH:3]=1. The yield is 0.820. (2) The reactants are [NH2:1][C:2]1[CH:3]=[CH:4][C:5]([F:33])=[C:6]([C@:8]23[CH2:16][N:15]([C:17]4[N:22]=[CH:21][C:20]([F:23])=[CH:19][N:18]=4)[CH2:14][C@H:13]2[CH2:12][S:11][C:10]([NH:24][C:25](=[O:32])[C:26]2[CH:31]=[CH:30][CH:29]=[CH:28][CH:27]=2)=[N:9]3)[CH:7]=1.[C:34]([C:36]1[CH:37]=[CH:38][C:39]([C:42](O)=[O:43])=[N:40][CH:41]=1)#[N:35].ON1C2C=CC=CC=2N=N1.Cl.CN(C)CCCN=C=NCC.[OH-].[Na+]. The catalyst is ClCCl.CN(C=O)C.O.C(OCC)(=O)C. The product is [C:25]([NH:24][C:10]1[S:11][CH2:12][C@@H:13]2[CH2:14][N:15]([C:17]3[N:22]=[CH:21][C:20]([F:23])=[CH:19][N:18]=3)[CH2:16][C@:8]2([C:6]2[CH:7]=[C:2]([NH:1][C:42]([C:39]3[CH:38]=[CH:37][C:36]([C:34]#[N:35])=[CH:41][N:40]=3)=[O:43])[CH:3]=[CH:4][C:5]=2[F:33])[N:9]=1)(=[O:32])[C:26]1[CH:31]=[CH:30][CH:29]=[CH:28][CH:27]=1. The yield is 0.570. (3) The reactants are [CH3:1][O:2][C:3](=[O:21])[C:4]1[CH:9]=[C:8]([C:10](=[O:12])[CH3:11])[CH:7]=[CH:6][C:5]=1[O:13][CH2:14][C:15]1[CH:20]=[CH:19][CH:18]=[CH:17][CH:16]=1.[Br:22]Br.C(OCC)C. The catalyst is C(Cl)(Cl)Cl.C1(C)C=CC=CC=1. The product is [CH3:1][O:2][C:3](=[O:21])[C:4]1[CH:9]=[C:8]([C:10](=[O:12])[CH2:11][Br:22])[CH:7]=[CH:6][C:5]=1[O:13][CH2:14][C:15]1[CH:16]=[CH:17][CH:18]=[CH:19][CH:20]=1. The yield is 0.550. (4) The reactants are [C:1]([NH:9][C:10]1[CH:11]=[C:12]([CH:16]=[CH:17][CH:18]=1)[C:13](O)=[O:14])(=[O:8])[C:2]1[CH:7]=[CH:6][CH:5]=[CH:4][CH:3]=1.S(Cl)([Cl:21])=O. The catalyst is C1(C)C=CC=CC=1. The product is [C:1]([NH:9][C:10]1[CH:11]=[C:12]([CH:16]=[CH:17][CH:18]=1)[C:13]([Cl:21])=[O:14])(=[O:8])[C:2]1[CH:7]=[CH:6][CH:5]=[CH:4][CH:3]=1. The yield is 0.950. (5) The reactants are [C:1]([O:5][C:6]([N:8]1[CH2:16][CH2:15][N:14]2[C@@H:10]([CH2:11][O:12]S2(=O)=O)[CH2:9]1)=[O:7])([CH3:4])([CH3:3])[CH3:2].[F:19][C:20]1[CH:25]=[CH:24][C:23](O)=[CH:22][CH:21]=1. No catalyst specified. The product is [C:1]([O:5][C:6]([N:8]1[CH2:16][CH2:15][NH:14][C@@H:10]([CH2:11][O:12][C:23]2[CH:24]=[CH:25][C:20]([F:19])=[CH:21][CH:22]=2)[CH2:9]1)=[O:7])([CH3:4])([CH3:3])[CH3:2]. The yield is 0.220. (6) The reactants are [N:1]([CH2:4][C@H:5]([CH3:26])[C@@H:6]([O:18][Si:19]([C:22]([CH3:25])([CH3:24])[CH3:23])([CH3:21])[CH3:20])[C@H:7]([NH:10][C:11](=[O:17])[O:12][C:13]([CH3:16])([CH3:15])[CH3:14])[CH2:8][OH:9])=[N+:2]=[N-:3].[CH3:27][S:28](Cl)(=[O:30])=[O:29]. The catalyst is N1C=CC=CC=1.CN(C1C=CN=CC=1)C.CCOCC.C(OCC)(=O)C. The product is [CH3:27][S:28]([O:9][CH2:8][C@@H:7]([NH:10][C:11]([O:12][C:13]([CH3:16])([CH3:14])[CH3:15])=[O:17])[C@H:6]([O:18][Si:19]([C:22]([CH3:25])([CH3:24])[CH3:23])([CH3:20])[CH3:21])[C@@H:5]([CH3:26])[CH2:4][N:1]=[N+:2]=[N-:3])(=[O:30])=[O:29]. The yield is 0.900.